From a dataset of Forward reaction prediction with 1.9M reactions from USPTO patents (1976-2016). Predict the product of the given reaction. (1) The product is: [C:20]([CH:19]([NH:18][C:15]([C:7]1[CH:6]=[N:5][C:4]([CH:1]2[CH2:2][CH2:3]2)=[C:9]([O:10][CH2:11][CH:12]2[CH2:13][CH2:14]2)[N:8]=1)=[O:17])[CH2:23][CH:24]1[CH2:27][CH2:26][CH2:25]1)(=[O:21])[NH2:22]. Given the reactants [CH:1]1([C:4]2[N:5]=[CH:6][C:7]([C:15]([OH:17])=O)=[N:8][C:9]=2[O:10][CH2:11][CH:12]2[CH2:14][CH2:13]2)[CH2:3][CH2:2]1.[NH2:18][CH:19]([CH2:23][CH:24]1[CH2:27][CH2:26][CH2:25]1)[C:20]([NH2:22])=[O:21], predict the reaction product. (2) Given the reactants [F:1][C:2]([F:16])([F:15])[O:3][C:4]1[CH:5]=[C:6]2[C:11](=[C:12]([NH2:14])[CH:13]=1)[N:10]=[CH:9][CH:8]=[CH:7]2.[N:17]1[CH:22]=[CH:21][CH:20]=[C:19]([S:23](Cl)(=[O:25])=[O:24])[CH:18]=1.N1C=CC=CC=1, predict the reaction product. The product is: [F:16][C:2]([F:1])([F:15])[O:3][C:4]1[CH:5]=[C:6]2[C:11](=[C:12]([NH:14][S:23]([C:19]3[CH:18]=[N:17][CH:22]=[CH:21][CH:20]=3)(=[O:25])=[O:24])[CH:13]=1)[N:10]=[CH:9][CH:8]=[CH:7]2. (3) Given the reactants [N:1]1([CH2:15][C:16]2[O:20][C:19]([CH2:21][OH:22])=[N:18][CH:17]=2)[CH2:6][CH2:5][C:4]2([C:14]3[C:9](=[CH:10][CH:11]=[CH:12][CH:13]=3)[CH:8]=[CH:7]2)[CH2:3][CH2:2]1.C(N(CC)CC)C.[CH3:30][S:31](Cl)(=[O:33])=[O:32], predict the reaction product. The product is: [CH3:30][S:31]([O:22][CH2:21][C:19]1[O:20][C:16]([CH2:15][N:1]2[CH2:6][CH2:5][C:4]3([C:14]4[C:9](=[CH:10][CH:11]=[CH:12][CH:13]=4)[CH:8]=[CH:7]3)[CH2:3][CH2:2]2)=[CH:17][N:18]=1)(=[O:33])=[O:32]. (4) Given the reactants Br[CH2:2][C:3]([O:5][CH2:6][CH3:7])=[O:4].[CH:8]([NH2:11])([CH3:10])[CH3:9], predict the reaction product. The product is: [CH2:6]([O:5][C:3](=[O:4])[CH2:2][NH:11][CH:8]([CH3:10])[CH3:9])[CH3:7]. (5) Given the reactants [C:1]([OH:11])(=[O:10])[C@@H:2]([C:4]1[CH:9]=[CH:8][CH:7]=[CH:6][CH:5]=1)[OH:3].CCCCC.[CH3:17][C:18]([CH:21]=O)([CH3:20])[CH3:19].C([O-])(O)=O.[Na+], predict the reaction product. The product is: [C:18]([C@H:21]1[O:10][C:1](=[O:11])[C@@H:2]([C:4]2[CH:9]=[CH:8][CH:7]=[CH:6][CH:5]=2)[O:3]1)([CH3:20])([CH3:19])[CH3:17].